From a dataset of NCI-60 drug combinations with 297,098 pairs across 59 cell lines. Regression. Given two drug SMILES strings and cell line genomic features, predict the synergy score measuring deviation from expected non-interaction effect. (1) Cell line: SK-MEL-28. Drug 1: CN1C2=C(C=C(C=C2)N(CCCl)CCCl)N=C1CCCC(=O)O.Cl. Drug 2: C(CN)CNCCSP(=O)(O)O. Synergy scores: CSS=1.99, Synergy_ZIP=-0.925, Synergy_Bliss=-0.683, Synergy_Loewe=-0.324, Synergy_HSA=-0.862. (2) Drug 1: C1CCN(CC1)CCOC2=CC=C(C=C2)C(=O)C3=C(SC4=C3C=CC(=C4)O)C5=CC=C(C=C5)O. Drug 2: CCC1=CC2CC(C3=C(CN(C2)C1)C4=CC=CC=C4N3)(C5=C(C=C6C(=C5)C78CCN9C7C(C=CC9)(C(C(C8N6C)(C(=O)OC)O)OC(=O)C)CC)OC)C(=O)OC.C(C(C(=O)O)O)(C(=O)O)O. Cell line: SK-MEL-28. Synergy scores: CSS=23.0, Synergy_ZIP=0.487, Synergy_Bliss=0.309, Synergy_Loewe=-5.15, Synergy_HSA=-0.375. (3) Drug 1: COC1=C(C=C2C(=C1)N=CN=C2NC3=CC(=C(C=C3)F)Cl)OCCCN4CCOCC4. Drug 2: C1CCC(C(C1)N)N.C(=O)(C(=O)[O-])[O-].[Pt+4]. Cell line: HCT-15. Synergy scores: CSS=36.8, Synergy_ZIP=-8.50, Synergy_Bliss=-0.804, Synergy_Loewe=-0.403, Synergy_HSA=0.176. (4) Drug 1: CC1=C2C(C(=O)C3(C(CC4C(C3C(C(C2(C)C)(CC1OC(=O)C(C(C5=CC=CC=C5)NC(=O)OC(C)(C)C)O)O)OC(=O)C6=CC=CC=C6)(CO4)OC(=O)C)OC)C)OC. Drug 2: CCCCC(=O)OCC(=O)C1(CC(C2=C(C1)C(=C3C(=C2O)C(=O)C4=C(C3=O)C=CC=C4OC)O)OC5CC(C(C(O5)C)O)NC(=O)C(F)(F)F)O. Cell line: MALME-3M. Synergy scores: CSS=19.5, Synergy_ZIP=0.426, Synergy_Bliss=-1.02, Synergy_Loewe=-13.5, Synergy_HSA=-1.09. (5) Drug 1: CN1C(=O)N2C=NC(=C2N=N1)C(=O)N. Synergy scores: CSS=-1.64, Synergy_ZIP=2.40, Synergy_Bliss=2.74, Synergy_Loewe=-2.62, Synergy_HSA=-1.50. Drug 2: C1CC(=O)NC(=O)C1N2C(=O)C3=CC=CC=C3C2=O. Cell line: T-47D. (6) Drug 1: C1=NC2=C(N1)C(=S)N=C(N2)N. Drug 2: C1=CN(C(=O)N=C1N)C2C(C(C(O2)CO)O)O.Cl. Cell line: MDA-MB-231. Synergy scores: CSS=28.8, Synergy_ZIP=-7.34, Synergy_Bliss=-3.02, Synergy_Loewe=-0.247, Synergy_HSA=1.20. (7) Drug 1: CCC1=CC2CC(C3=C(CN(C2)C1)C4=CC=CC=C4N3)(C5=C(C=C6C(=C5)C78CCN9C7C(C=CC9)(C(C(C8N6C)(C(=O)OC)O)OC(=O)C)CC)OC)C(=O)OC.C(C(C(=O)O)O)(C(=O)O)O. Drug 2: C1=CC(=CC=C1CC(C(=O)O)N)N(CCCl)CCCl.Cl. Cell line: A549. Synergy scores: CSS=50.8, Synergy_ZIP=-5.57, Synergy_Bliss=-0.296, Synergy_Loewe=-13.2, Synergy_HSA=0.244. (8) Drug 1: CC1=C(C=C(C=C1)NC(=O)C2=CC=C(C=C2)CN3CCN(CC3)C)NC4=NC=CC(=N4)C5=CN=CC=C5. Drug 2: C1=CC=C(C(=C1)C(C2=CC=C(C=C2)Cl)C(Cl)Cl)Cl. Cell line: NCI-H460. Synergy scores: CSS=-3.35, Synergy_ZIP=0.382, Synergy_Bliss=-1.62, Synergy_Loewe=-1.41, Synergy_HSA=-2.99. (9) Drug 1: CC1=CC2C(CCC3(C2CCC3(C(=O)C)OC(=O)C)C)C4(C1=CC(=O)CC4)C. Drug 2: CCN(CC)CCCC(C)NC1=C2C=C(C=CC2=NC3=C1C=CC(=C3)Cl)OC. Cell line: HOP-62. Synergy scores: CSS=19.7, Synergy_ZIP=-6.22, Synergy_Bliss=0.336, Synergy_Loewe=-22.7, Synergy_HSA=-4.49.